Task: Predict the reactants needed to synthesize the given product.. Dataset: Full USPTO retrosynthesis dataset with 1.9M reactions from patents (1976-2016) (1) Given the product [Cl:1][C:2]1[N:7]=[CH:6][N:5]=[C:4]([NH2:8])[C:3]=1[NH2:9], predict the reactants needed to synthesize it. The reactants are: [Cl:1][C:2]1[N:7]=[CH:6][N:5]=[C:4]([NH2:8])[C:3]=1[N+:9]([O-])=O.Cl. (2) Given the product [CH2:1]([C:3]1[CH:8]=[C:7]([CH3:9])[CH:6]=[C:5]([CH2:10][CH3:11])[C:4]=1[C:12]1[C:13](=[O:35])[N:14]([CH3:34])[N:15]=[C:16]([S:19]([CH2:22][CH2:23][CH2:24][CH2:25][CH2:26][CH2:27][CH2:28][CH2:29][CH2:30][CH2:31][CH2:32][CH3:33])(=[O:21])=[O:20])[C:17]=1[O:18][CH2:42][C:41]1[CH:44]=[CH:45][C:38]([O:37][CH3:36])=[CH:39][CH:40]=1)[CH3:2], predict the reactants needed to synthesize it. The reactants are: [CH2:1]([C:3]1[CH:8]=[C:7]([CH3:9])[CH:6]=[C:5]([CH2:10][CH3:11])[C:4]=1[C:12]1[C:13](=[O:35])[N:14]([CH3:34])[N:15]=[C:16]([S:19]([CH2:22][CH2:23][CH2:24][CH2:25][CH2:26][CH2:27][CH2:28][CH2:29][CH2:30][CH2:31][CH2:32][CH3:33])(=[O:21])=[O:20])[C:17]=1[OH:18])[CH3:2].[CH3:36][O:37][C:38]1[CH:45]=[CH:44][C:41]([CH2:42]Cl)=[CH:40][CH:39]=1. (3) The reactants are: CN(C=O)C.[CH3:6][N:7]1[CH:11]=[C:10](B(OCC)OCC)[CH:9]=[N:8]1.Br[C:20]1[CH:25]=[CH:24][C:23]([N+:26]([O-])=O)=[CH:22][C:21]=1[O:29][CH3:30].C([O-])([O-])=O.[K+].[K+]. Given the product [CH3:30][O:29][C:21]1[CH:22]=[C:23]([CH:24]=[CH:25][C:20]=1[C:10]1[CH:9]=[N:8][N:7]([CH3:6])[CH:11]=1)[NH2:26], predict the reactants needed to synthesize it. (4) The reactants are: [Cl:1][C:2]1[CH:7]=[CH:6][C:5]([C:8]2[N:9](COCC[Si](C)(C)C)[CH:10]=[C:11]([C:13]3[N:17]([CH2:18][CH2:19][O:20][CH3:21])[C:16]4[CH:22]=[CH:23][C:24]([C:26]([N:28]([CH3:30])[CH3:29])=[O:27])=[CH:25][C:15]=4[N:14]=3)[N:12]=2)=[CH:4][C:3]=1[O:39]C.B(Br)(Br)Br. Given the product [Cl:1][C:2]1[CH:7]=[CH:6][C:5]([C:8]2[NH:9][CH:10]=[C:11]([C:13]3[N:17]([CH2:18][CH2:19][O:20][CH3:21])[C:16]4[CH:22]=[CH:23][C:24]([C:26]([N:28]([CH3:30])[CH3:29])=[O:27])=[CH:25][C:15]=4[N:14]=3)[N:12]=2)=[CH:4][C:3]=1[OH:39], predict the reactants needed to synthesize it.